Dataset: Forward reaction prediction with 1.9M reactions from USPTO patents (1976-2016). Task: Predict the product of the given reaction. Given the reactants [NH2:1][C:2]1[C:7]([C:8]#[N:9])=[C:6]([C:10]2[CH:11]=[N:12][C:13]([O:16][CH2:17][C@@H:18]3[CH2:22][O:21]C(C)(C)[O:19]3)=[CH:14][CH:15]=2)[C:5]([C:25]#[N:26])=[C:4]([S:27][CH2:28][C:29]2[N:30]=[C:31]([C:34]3[CH:39]=[CH:38][C:37]([Cl:40])=[CH:36][CH:35]=3)[O:32][CH:33]=2)[N:3]=1.O, predict the reaction product. The product is: [NH2:1][C:2]1[C:7]([C:8]#[N:9])=[C:6]([C:10]2[CH:11]=[N:12][C:13]([O:16][CH2:17][C@@H:18]([OH:19])[CH2:22][OH:21])=[CH:14][CH:15]=2)[C:5]([C:25]#[N:26])=[C:4]([S:27][CH2:28][C:29]2[N:30]=[C:31]([C:34]3[CH:35]=[CH:36][C:37]([Cl:40])=[CH:38][CH:39]=3)[O:32][CH:33]=2)[N:3]=1.